Dataset: Reaction yield outcomes from USPTO patents with 853,638 reactions. Task: Predict the reaction yield, written as a fraction of the theoretical maximum amount of product (1.0 means a 100% yield; for example, 0.34 means a 34% yield). (1) The reactants are [Cl:1][C:2]1[C:3]([CH3:18])=[C:4]([NH:10][C@H:11]([C@H:15]([OH:17])[CH3:16])[C:12]([OH:14])=O)[CH:5]=[CH:6][C:7]=1[C:8]#[N:9].[Cl:19][C:20]1[CH:21]=[C:22]([CH:27]=[CH:28][C:29]=1[OH:30])[C:23]([NH:25][NH2:26])=[O:24].ON1C2C=CC=CC=2N=N1.C(N=C=NCCCN(C)C)C.C(N(CC)CC)C. The catalyst is CCOC(C)=O.C1COCC1. The product is [Cl:19][C:20]1[CH:21]=[C:22]([CH:27]=[CH:28][C:29]=1[OH:30])[C:23]([NH:25][NH:26][C:12](=[O:14])[C@H:11]([NH:10][C:4]1[CH:5]=[CH:6][C:7]([C:8]#[N:9])=[C:2]([Cl:1])[C:3]=1[CH3:18])[C@H:15]([OH:17])[CH3:16])=[O:24]. The yield is 0.530. (2) The reactants are [CH:1]([C:3]1[S:7][C:6]([NH:8][C:9]([C:11]2[CH:16]=[CH:15][N:14]=[CH:13][CH:12]=2)=[O:10])=[N:5][C:4]=1[C:17]1[O:18][CH:19]=[CH:20][CH:21]=1)=O.[NH:22]1[CH2:27][CH2:26][O:25][CH2:24][CH2:23]1.C(O[BH-](OC(=O)C)OC(=O)C)(=O)C.[Na+].O. The catalyst is ClCCCl. The product is [O:18]1[CH:19]=[CH:20][CH:21]=[C:17]1[C:4]1[N:5]=[C:6]([NH:8][C:9]([C:11]2[CH:16]=[CH:15][N:14]=[CH:13][CH:12]=2)=[O:10])[S:7][C:3]=1[CH2:1][N:22]1[CH2:27][CH2:26][O:25][CH2:24][CH2:23]1. The yield is 0.980. (3) The reactants are [F:1][C:2]1[CH:7]=[C:6]([F:8])[CH:5]=[CH:4][C:3]=1[C:9](=O)[CH2:10][C:11]1[CH:12]=[CH:13][C:14]2[N:15]([C:17]([CH:20]([CH3:22])[CH3:21])=[N:18][N:19]=2)[N:16]=1.[Br-].[Br-].[Br-].[NH+]1C=CC=CC=1.[NH+]1C=CC=CC=1.[NH+]1C=CC=CC=1.C(Cl)Cl.[C:48]([CH:51]1[CH2:56][CH2:55][N:54](C(OC(C)(C)C)=O)[CH2:53][CH2:52]1)(=[S:50])[NH2:49]. The catalyst is C1COCC1.O1CCOCC1.Cl.O. The product is [F:1][C:2]1[CH:7]=[C:6]([F:8])[CH:5]=[CH:4][C:3]=1[C:9]1[N:49]=[C:48]([CH:51]2[CH2:56][CH2:55][NH:54][CH2:53][CH2:52]2)[S:50][C:10]=1[C:11]1[CH:12]=[CH:13][C:14]2[N:15]([C:17]([CH:20]([CH3:22])[CH3:21])=[N:18][N:19]=2)[N:16]=1. The yield is 0.360. (4) The reactants are [CH2:1]([NH2:4])[CH2:2][NH2:3].[C:5]([O:9][C:10](O[C:10]([O:9][C:5]([CH3:8])([CH3:7])[CH3:6])=[O:11])=[O:11])([CH3:8])([CH3:7])[CH3:6].C(N(CC)CC)C. The catalyst is ClCCl. The product is [NH2:3][CH2:2][CH2:1][NH:4][C:10](=[O:11])[O:9][C:5]([CH3:8])([CH3:7])[CH3:6]. The yield is 0.670.